Task: Predict which catalyst facilitates the given reaction.. Dataset: Catalyst prediction with 721,799 reactions and 888 catalyst types from USPTO (1) Product: [ClH:1].[CH3:9][O:8][C:5]1[N:6]=[N:7][CH:2]=[CH:3][C:4]=1[CH:10]([NH2:12])[CH3:11]. The catalyst class is: 129. Reactant: [Cl:1][C:2]1[N:7]=[N:6][C:5]([O:8][CH3:9])=[C:4]([CH:10]([NH2:12])[CH3:11])[CH:3]=1. (2) Product: [CH3:32][O:33][C:34]([CH:35]1[CH2:39][CH:38]([OH:40])[CH2:37][N:36]1[C:14](=[O:16])[CH:9]([NH:8][C:1]([O:3][C:4]([CH3:5])([CH3:6])[CH3:7])=[O:2])[C:10]([CH3:11])([CH3:12])[CH3:13])=[O:41]. The catalyst class is: 2. Reactant: [C:1]([NH:8][C@H:9]([C:14]([OH:16])=O)[C:10]([CH3:13])([CH3:12])[CH3:11])([O:3][C:4]([CH3:7])([CH3:6])[CH3:5])=[O:2].C1C=CC2N(O)N=NC=2C=1.C(Cl)CCl.Cl.[CH3:32][O:33][C:34](=[O:41])[C@@H:35]1[CH2:39][C@@H:38]([OH:40])[CH2:37][NH:36]1.CN1CCOCC1. (3) Reactant: [CH2:1]([N:4]1[C:12]2[CH:11]=[CH:10][C:9]([NH:13][C:14]([O:16][CH2:17][CH2:18][Si:19]([CH3:22])([CH3:21])[CH3:20])=[O:15])=[CH:8][C:7]=2[CH:6]2[CH2:23][N:24]([C:27]([O:29][C:30]([CH3:33])([CH3:32])[CH3:31])=[O:28])[CH2:25][CH2:26][CH:5]12)[CH:2]=[CH2:3].[H-].[Na+].[CH3:36]I. Product: [CH2:1]([N:4]1[C:12]2[CH:11]=[CH:10][C:9]([N:13]([CH3:36])[C:14]([O:16][CH2:17][CH2:18][Si:19]([CH3:22])([CH3:21])[CH3:20])=[O:15])=[CH:8][C:7]=2[CH:6]2[CH2:23][N:24]([C:27]([O:29][C:30]([CH3:33])([CH3:32])[CH3:31])=[O:28])[CH2:25][CH2:26][CH:5]12)[CH:2]=[CH2:3]. The catalyst class is: 3. (4) Reactant: [Cl:1][C:2]1[CH:10]=[CH:9][CH:8]=[C:7]2[C:3]=1[C:4](=[O:22])[C:5](=[O:21])[N:6]2[CH:11]([CH2:15][CH:16]1[CH2:20][CH2:19][CH2:18][CH2:17]1)[C:12]([OH:14])=O.[N:23]1[CH:28]=[CH:27][CH:26]=[CH:25][C:24]=1[NH2:29].C(N(CC)C(C)C)(C)C.F[P-](F)(F)(F)(F)F.N1(O[P+](N(C)C)(N(C)C)N(C)C)C2C=CC=CC=2N=N1. Product: [Cl:1][C:2]1[CH:10]=[CH:9][CH:8]=[C:7]2[C:3]=1[C:4](=[O:22])[C:5](=[O:21])[N:6]2[CH:11]([CH2:15][CH:16]1[CH2:17][CH2:18][CH2:19][CH2:20]1)[C:12]([NH:29][C:24]1[CH:25]=[CH:26][CH:27]=[CH:28][N:23]=1)=[O:14]. The catalyst class is: 42. (5) Reactant: [CH2:1]([O:8][C:9]1[C:14](=[O:15])[CH:13]=[CH:12][N:11]([CH3:16])[C:10]=1[CH:17]([OH:22])[C:18]([F:21])([F:20])[F:19])[C:2]1[CH:7]=[CH:6][CH:5]=[CH:4][CH:3]=1.CCN(CC)CC.[CH3:30][S:31](Cl)(=[O:33])=[O:32]. Product: [CH2:1]([O:8][C:9]1[C:14](=[O:15])[CH:13]=[CH:12][N:11]([CH3:16])[C:10]=1[CH:17]([O:22][S:31]([CH3:30])(=[O:33])=[O:32])[C:18]([F:20])([F:21])[F:19])[C:2]1[CH:3]=[CH:4][CH:5]=[CH:6][CH:7]=1. The catalyst class is: 2.